From a dataset of Forward reaction prediction with 1.9M reactions from USPTO patents (1976-2016). Predict the product of the given reaction. (1) Given the reactants [NH2:1][C:2]1[CH:10]=[CH:9][C:8](Br)=[CH:7][C:3]=1[C:4]([OH:6])=[O:5].[C:12]([Cu])#[N:13].Cl.CCOCC, predict the reaction product. The product is: [NH2:1][C:2]1[CH:10]=[CH:9][C:8]([C:12]#[N:13])=[CH:7][C:3]=1[C:4]([OH:6])=[O:5]. (2) Given the reactants [CH3:1][O:2][C:3]1[CH:8]=[CH:7][C:6]([N+:9]([O-])=O)=[CH:5][C:4]=1[NH:12][C:13]([N:15]=[S:16]([CH3:19])([CH3:18])=[O:17])=[O:14].NC1C=CC(NC(N=S(C)(C)=O)=O)=CC=1, predict the reaction product. The product is: [NH2:9][C:6]1[CH:7]=[CH:8][C:3]([O:2][CH3:1])=[C:4]([NH:12][C:13]([N:15]=[S:16]([CH3:18])([CH3:19])=[O:17])=[O:14])[CH:5]=1. (3) Given the reactants [F:1][C:2]1[CH:7]=[CH:6][CH:5]=[CH:4][C:3]=1[C:8]12[CH2:15][CH:14]1[CH2:13][CH2:12][S:11][C:10]([NH2:16])=[N:9]2.S(=O)(=O)(O)O.[N+:22]([O-])([OH:24])=[O:23].[OH-].[Na+], predict the reaction product. The product is: [F:1][C:2]1[CH:7]=[CH:6][C:5]([N+:22]([O-:24])=[O:23])=[CH:4][C:3]=1[C:8]12[CH2:15][CH:14]1[CH2:13][CH2:12][S:11][C:10]([NH2:16])=[N:9]2. (4) Given the reactants [CH3:1][C:2]1[CH:11]=[C:10]([C:12]([F:15])([F:14])[F:13])[C:9]2[C:4](=[CH:5][CH:6]=[C:7]([OH:16])[CH:8]=2)[N:3]=1.[C:17]([C@@H:21]1[CH2:26][CH2:25][C@H:24](O)[CH2:23][CH2:22]1)([CH3:20])([CH3:19])[CH3:18].C1(P(C2C=CC=CC=2)C2C=CC=CC=2)C=CC=CC=1.N(C(OC(C)C)=O)=NC(OC(C)C)=O, predict the reaction product. The product is: [C:17]([C@H:21]1[CH2:26][CH2:25][C@H:24]([O:16][C:7]2[CH:8]=[C:9]3[C:4](=[CH:5][CH:6]=2)[N:3]=[C:2]([CH3:1])[CH:11]=[C:10]3[C:12]([F:13])([F:15])[F:14])[CH2:23][CH2:22]1)([CH3:20])([CH3:19])[CH3:18]. (5) Given the reactants [OH:1][C:2]1[CH:3]=[C:4]2[C:8](=[CH:9][CH:10]=1)[CH2:7][C@H:6]([NH:11][S:12]([CH:15]([CH3:17])[CH3:16])(=[O:14])=[O:13])[CH2:5]2.[N:18]1[CH:23]=[CH:22][CH:21]=[C:20]([CH2:24]O)[CH:19]=1.C1(P(C2C=CC=CC=2)C2C=CC=CC=2)C=CC=CC=1.N(C(OC(C)C)=O)=NC(OC(C)C)=O.[Cl:59]CCl, predict the reaction product. The product is: [ClH:59].[N:18]1[CH:23]=[CH:22][CH:21]=[C:20]([CH2:24][O:1][C:2]2[CH:3]=[C:4]3[C:8](=[CH:9][CH:10]=2)[CH2:7][C@H:6]([NH:11][S:12]([CH:15]([CH3:17])[CH3:16])(=[O:14])=[O:13])[CH2:5]3)[CH:19]=1. (6) Given the reactants Cl[C:2]1[C:7]([N+:8]([O-:10])=[O:9])=[CH:6][C:5]([Cl:11])=[CH:4][N:3]=1.[CH:12]1([C:18]2[NH:19][CH:20]=[CH:21][N:22]=2)[CH2:17][CH2:16][CH2:15][CH2:14][CH2:13]1.[I-].[Na+], predict the reaction product. The product is: [Cl:11][C:5]1[CH:6]=[C:7]([N+:8]([O-:10])=[O:9])[C:2]([N:19]2[CH:20]=[CH:21][N:22]=[C:18]2[CH:12]2[CH2:17][CH2:16][CH2:15][CH2:14][CH2:13]2)=[N:3][CH:4]=1. (7) Given the reactants [CH2:1](OC1C=C(N2CC3(CCCC(C(OC)=O)C3)OC2=O)C=CC=1)C.[CH2:25]([O:32][CH2:33][C:34]1([CH2:54][N:55]2[C:59]3[CH:60]=[C:61]([C:64]#[N:65])[CH:62]=[CH:63][C:58]=3[N:57]=[CH:56]2)[CH2:53][CH2:52][CH2:51][C:36]2([O:40][C:39](=[O:41])[N:38]([CH2:42][C:43]3C=[CH:47][C:46]([O:49][CH3:50])=[CH:45][CH:44]=3)[CH2:37]2)[CH2:35]1)[C:26]1[CH:31]=[CH:30][CH:29]=[CH:28][CH:27]=1, predict the reaction product. The product is: [CH2:25]([O:32][CH2:33][C:34]1([CH2:54][N:55]2[C:59]3[CH:60]=[C:61]([C:64]#[N:65])[CH:62]=[CH:63][C:58]=3[N:57]=[CH:56]2)[CH2:53][CH2:52][CH2:51][C:36]2([O:40][C:39](=[O:41])[N:38]([C:42]3[CH:43]=[CH:44][CH:45]=[C:46]([O:49][CH2:50][CH3:1])[CH:47]=3)[CH2:37]2)[CH2:35]1)[C:26]1[CH:27]=[CH:28][CH:29]=[CH:30][CH:31]=1.